From a dataset of Full USPTO retrosynthesis dataset with 1.9M reactions from patents (1976-2016). Predict the reactants needed to synthesize the given product. (1) Given the product [CH2:1]([C:3]1[CH:18]=[CH:17][C:6]([O:7][C:8]2[C:9]([NH2:14])=[N:10][CH:11]=[CH:12][CH:13]=2)=[C:5]([O:19][CH3:20])[CH:4]=1)[CH3:2], predict the reactants needed to synthesize it. The reactants are: [CH2:1]([C:3]1[CH:18]=[CH:17][C:6]([O:7][C:8]2[C:9]([N+:14]([O-])=O)=[N:10][CH:11]=[CH:12][CH:13]=2)=[C:5]([O:19][CH3:20])[CH:4]=1)[CH3:2].C.O.NN. (2) Given the product [NH2:29][C:11]1[CH:12]=[CH:13][C:14]([O:16][C:17]2[CH:22]=[CH:21][CH:20]=[C:19]([N:23]3[CH2:24][CH2:25][O:26][CH2:27][CH2:28]3)[CH:18]=2)=[CH:15][C:10]=1[N:2]([CH3:1])[C:3](=[O:9])[O:4][C:5]([CH3:6])([CH3:7])[CH3:8], predict the reactants needed to synthesize it. The reactants are: [CH3:1][N:2]([C:10]1[CH:15]=[C:14]([O:16][C:17]2[CH:22]=[CH:21][CH:20]=[C:19]([N:23]3[CH2:28][CH2:27][O:26][CH2:25][CH2:24]3)[CH:18]=2)[CH:13]=[CH:12][C:11]=1[N+:29]([O-])=O)[C:3](=[O:9])[O:4][C:5]([CH3:8])([CH3:7])[CH3:6].[H][H]. (3) Given the product [CH:1]([C:3]1[CH:12]=[CH:11][C:6]([C:7]([OH:9])=[O:8])=[CH:5][C:4]=1[O:13][CH3:14])=[O:2], predict the reactants needed to synthesize it. The reactants are: [CH:1]([C:3]1[CH:12]=[CH:11][C:6]([C:7]([O:9]C)=[O:8])=[CH:5][C:4]=1[O:13][CH3:14])=[O:2].O.Cl. (4) Given the product [NH2:37][C:34]1[C:32]2=[CH:33][C:27]3[S:26](=[O:49])(=[O:48])[N:25]=[C:24]([C@H:5]([OH:4])[C@H:6]4[O:11][CH2:10][CH2:9][N:8]([C:12]5[CH:16]=[CH:15][N:14]([C:17]6[CH:18]=[CH:19][N:20]=[CH:21][CH:22]=6)[N:13]=5)[C:7]4=[O:23])[NH:29][C:28]=3[CH:30]=[C:31]2[O:36][N:35]=1, predict the reactants needed to synthesize it. The reactants are: C([O:4][C@@H:5]([C:24]1[NH:29][C:28]2[CH:30]=[C:31]3[O:36][N:35]=[C:34]([N:37]4C(=O)C5C(=CC=CC=5)C4=O)[C:32]3=[CH:33][C:27]=2[S:26](=[O:49])(=[O:48])[N:25]=1)[C@H:6]1[O:11][CH2:10][CH2:9][N:8]([C:12]2[CH:16]=[CH:15][N:14]([C:17]3[CH:22]=[CH:21][N:20]=[CH:19][CH:18]=3)[N:13]=2)[C:7]1=[O:23])(=O)C. (5) Given the product [CH3:20][C:21]1[NH:1][C:4]2[C:5](=[N:6][CH:7]=[CH:8][C:9]=2[N:10]2[CH2:19][CH2:18][C:17]3[C:12](=[CH:13][CH:14]=[CH:15][CH:16]=3)[CH2:11]2)[C:22]=1[CH3:23], predict the reactants needed to synthesize it. The reactants are: [N+:1]([C:4]1[CH:5]=[N:6][CH:7]=[CH:8][C:9]=1[N:10]1[CH2:19][CH2:18][C:17]2[C:12](=[CH:13][CH:14]=[CH:15][CH:16]=2)[CH2:11]1)([O-])=O.[CH3:20][C:21]([Mg]Br)=[CH:22][CH3:23].[Cl-].[NH4+].